Predict the product of the given reaction. From a dataset of Forward reaction prediction with 1.9M reactions from USPTO patents (1976-2016). (1) Given the reactants FC1C=C2C(C(I)=CN2S(C2C=CC=CC=2)(=O)=O)=CC=1.[F:21][C:22]1[CH:30]=[C:29]2[C:25]([C:26]([C:40]3[CH:55]=[CH:54][C:43]4[N:44]=[C:45]([CH2:47][N:48]5[CH2:53][CH2:52][O:51][CH2:50][CH2:49]5)[O:46][C:42]=4[CH:41]=3)=[CH:27][N:28]2S(C2C=CC=CC=2)(=O)=O)=[CH:24][CH:23]=1, predict the reaction product. The product is: [F:21][C:22]1[CH:30]=[C:29]2[C:25]([C:26]([C:40]3[CH:55]=[CH:54][C:43]4[N:44]=[C:45]([CH2:47][N:48]5[CH2:49][CH2:50][O:51][CH2:52][CH2:53]5)[O:46][C:42]=4[CH:41]=3)=[CH:27][NH:28]2)=[CH:24][CH:23]=1. (2) Given the reactants Br[CH:2]1[C:8](=[O:9])[CH:7]=[C:6](C2C=CC(OC)=C(O[Si](C(C)(C)C)(C)C)C=2)[C:5]2[CH:26]=[C:27]([O:34][CH3:35])[C:28]([O:32][CH3:33])=[C:29]([O:30][CH3:31])[C:4]=2[O:3]1.N, predict the reaction product. The product is: [CH3:35][O:34][C:27]1[C:28]([O:32][CH3:33])=[C:29]([O:30][CH3:31])[C:4]2[O:3][CH2:2][C:8](=[O:9])[CH:7]=[CH:6][C:5]=2[CH:26]=1. (3) Given the reactants [H-].[Na+].[C:3]([O:13][C:14]([CH3:17])([CH3:16])[CH3:15])(=[O:12])[CH2:4][C:5]([O:7][C:8]([CH3:11])([CH3:10])[CH3:9])=[O:6].[H][H].[Cl:20][C:21]1[C:22](F)=[CH:23][C:24]([F:29])=[C:25]([CH:28]=1)[C:26]#[N:27], predict the reaction product. The product is: [Cl:20][C:21]1[CH:28]=[C:25]([C:26]#[N:27])[C:24]([F:29])=[CH:23][C:22]=1[CH:4]([C:5]([O:7][C:8]([CH3:9])([CH3:10])[CH3:11])=[O:6])[C:3]([O:13][C:14]([CH3:17])([CH3:16])[CH3:15])=[O:12].